From a dataset of Full USPTO retrosynthesis dataset with 1.9M reactions from patents (1976-2016). Predict the reactants needed to synthesize the given product. (1) Given the product [C:1]([C:5]1[S:9][C:8]([C:10]2[CH:15]=[C:14]([O:16][CH2:42][C:38]3[CH:37]=[C:36]([CH:29]([CH:26]4[CH2:27][CH2:28]4)[CH2:30][C:31]([O:33][CH2:34][CH3:35])=[O:32])[CH:41]=[CH:40][CH:39]=3)[CH:13]=[CH:12][C:11]=2[C:17]2[CH:22]=[C:21]([O:23][CH3:24])[CH:20]=[CH:19][C:18]=2[F:25])=[N:7][N:6]=1)([CH3:4])([CH3:2])[CH3:3], predict the reactants needed to synthesize it. The reactants are: [C:1]([C:5]1[S:9][C:8]([C:10]2[CH:15]=[C:14]([OH:16])[CH:13]=[CH:12][C:11]=2[C:17]2[CH:22]=[C:21]([O:23][CH3:24])[CH:20]=[CH:19][C:18]=2[F:25])=[N:7][N:6]=1)([CH3:4])([CH3:3])[CH3:2].[CH:26]1([CH:29]([C:36]2[CH:41]=[CH:40][CH:39]=[C:38]([CH2:42]O)[CH:37]=2)[CH2:30][C:31]([O:33][CH2:34][CH3:35])=[O:32])[CH2:28][CH2:27]1.C1(P(C2C=CC=CC=2)C2C=CC=CC=2)C=CC=CC=1.N(C(OCC)=O)=NC(OCC)=O. (2) The reactants are: C[C@H]1P(CCP2[C@H](C)CC[C@H]2C)[C@H](C)CC1.[CH3:17][O:18][C:19](=[O:32])[CH2:20][C:21]1[C:25]2[CH:26]=[CH:27][C:28]([O:30][CH3:31])=[CH:29][C:24]=2[O:23][CH:22]=1.[H][H]. Given the product [CH3:17][O:18][C:19](=[O:32])[CH2:20][CH:21]1[C:25]2[CH:26]=[CH:27][C:28]([O:30][CH3:31])=[CH:29][C:24]=2[O:23][CH2:22]1, predict the reactants needed to synthesize it.